Dataset: CYP3A4 inhibition data for predicting drug metabolism from PubChem BioAssay. Task: Regression/Classification. Given a drug SMILES string, predict its absorption, distribution, metabolism, or excretion properties. Task type varies by dataset: regression for continuous measurements (e.g., permeability, clearance, half-life) or binary classification for categorical outcomes (e.g., BBB penetration, CYP inhibition). Dataset: cyp3a4_veith. (1) The drug is CC1CCC(C(C)C)C(OCC(O)CN2CCN(Cc3ccccc3)CC2)C1.Cl. The result is 0 (non-inhibitor). (2) The molecule is COc1ccc2[nH]c3nc(SCC(=O)NNC(=O)c4ccc(OC)c(OC)c4)nnc3c2c1. The result is 1 (inhibitor). (3) The molecule is Cc1cc(O)c(C(C)C)cc1N=Cc1ccccc1O. The result is 1 (inhibitor). (4) The molecule is O=C(c1ccccc1)[C@@H]1O[C@H]1c1ccc(-c2ccccc2)cc1. The result is 0 (non-inhibitor). (5) The molecule is C=CCn1c(SCc2nc3ccccc3[nH]2)nnc1-c1cccc(OC)c1. The result is 1 (inhibitor).